Dataset: Full USPTO retrosynthesis dataset with 1.9M reactions from patents (1976-2016). Task: Predict the reactants needed to synthesize the given product. Given the product [ClH:1].[ClH:33].[Cl:1][C:2]1[C:7]([Cl:8])=[CH:6][C:5]([CH:9]([NH2:11])[CH3:10])=[C:4]([O:22][CH3:23])[C:3]=1[CH:24]1[CH2:25][N:26]([CH2:28][C:29]([F:30])([F:32])[F:31])[CH2:27]1, predict the reactants needed to synthesize it. The reactants are: [Cl:1][C:2]1[C:7]([Cl:8])=[CH:6][C:5]([CH:9]([NH:11]C(=O)OCC2C=CC=CC=2)[CH3:10])=[C:4]([O:22][CH3:23])[C:3]=1[CH:24]1[CH2:27][N:26]([CH2:28][C:29]([F:32])([F:31])[F:30])[CH2:25]1.[ClH:33].O.